Regression. Given a peptide amino acid sequence and an MHC pseudo amino acid sequence, predict their binding affinity value. This is MHC class I binding data. From a dataset of Peptide-MHC class I binding affinity with 185,985 pairs from IEDB/IMGT. (1) The MHC is HLA-A02:06 with pseudo-sequence HLA-A02:06. The binding affinity (normalized) is 0.781. The peptide sequence is LTAAVLMLV. (2) The MHC is HLA-A26:02 with pseudo-sequence HLA-A26:02. The binding affinity (normalized) is 0.0847. The peptide sequence is ILGVFRRPF. (3) The peptide sequence is YGAINFINL. The MHC is H-2-Kb with pseudo-sequence H-2-Kb. The binding affinity (normalized) is 1.00. (4) The binding affinity (normalized) is 0.0337. The peptide sequence is LIPETVPYI. The MHC is HLA-B54:01 with pseudo-sequence HLA-B54:01. (5) The peptide sequence is NTDEIPELI. The MHC is HLA-A02:03 with pseudo-sequence HLA-A02:03. The binding affinity (normalized) is 0.0847. (6) The binding affinity (normalized) is 0. The MHC is HLA-A68:02 with pseudo-sequence HLA-A68:02. The peptide sequence is FLLALLSCI. (7) The binding affinity (normalized) is 0.0831. The peptide sequence is RPSTKNFFEL. The MHC is HLA-B53:01 with pseudo-sequence HLA-B53:01. (8) The peptide sequence is AEFEYTIL. The MHC is H-2-Kb with pseudo-sequence H-2-Kb. The binding affinity (normalized) is 0.234.